Dataset: Forward reaction prediction with 1.9M reactions from USPTO patents (1976-2016). Task: Predict the product of the given reaction. (1) Given the reactants [C:1]([CH2:3][C:4]1([N:15]2[CH:19]=[C:18]([C:20]3[CH:25]=[CH:24][N:23]=[C:22]4[N:26]([CH2:29][O:30][CH2:31][CH2:32][Si:33]([CH3:36])([CH3:35])[CH3:34])[CH:27]=[CH:28][C:21]=34)[CH:17]=[N:16]2)[CH2:7][N:6](C(OC(C)(C)C)=O)[CH2:5]1)#[N:2].[ClH:37], predict the reaction product. The product is: [CH3:35][Si:33]([CH3:34])([CH3:36])[CH2:32][CH2:31][O:30][CH2:29][N:26]1[C:22]2=[N:23][CH:24]=[CH:25][C:20]([C:18]3[CH:17]=[N:16][N:15]([C:4]4([CH2:3][C:1]#[N:2])[CH2:5][NH:6][CH2:7]4)[CH:19]=3)=[C:21]2[CH:28]=[CH:27]1.[ClH:37]. (2) Given the reactants [Cl:1][C:2]1[CH:7]=[CH:6][C:5]([S:8]([NH:11][CH:12]([C:14]2[N:18]([CH2:19][CH3:20])[C:17]3[CH:21]=[C:22]([C:25]([O:27]CC)=[O:26])[CH:23]=[CH:24][C:16]=3[N:15]=2)[CH3:13])(=[O:10])=[O:9])=[CH:4][CH:3]=1.O1CCOCC1.[OH-].[Na+].Cl, predict the reaction product. The product is: [Cl:1][C:2]1[CH:7]=[CH:6][C:5]([S:8]([NH:11][CH:12]([C:14]2[N:18]([CH2:19][CH3:20])[C:17]3[CH:21]=[C:22]([C:25]([OH:27])=[O:26])[CH:23]=[CH:24][C:16]=3[N:15]=2)[CH3:13])(=[O:10])=[O:9])=[CH:4][CH:3]=1. (3) Given the reactants [NH:1]1[CH2:10][CH2:9][CH:4]([C:5]([O:7][CH3:8])=[O:6])[CH2:3][CH2:2]1.[C:11]1([S:21](Cl)(=[O:23])=[O:22])[C:20]2[C:15](=[CH:16][CH:17]=[CH:18][CH:19]=2)[CH:14]=[CH:13][CH:12]=1, predict the reaction product. The product is: [C:11]1([S:21]([N:1]2[CH2:10][CH2:9][CH:4]([C:5]([O:7][CH3:8])=[O:6])[CH2:3][CH2:2]2)(=[O:23])=[O:22])[C:20]2[C:15](=[CH:16][CH:17]=[CH:18][CH:19]=2)[CH:14]=[CH:13][CH:12]=1. (4) Given the reactants [N:1]1[C:6]2[CH2:7][CH2:8][CH2:9][CH2:10][CH2:11][CH2:12][C:5]=2[C:4](O)=[N:3][CH:2]=1.O=P(Cl)(Cl)[Cl:16].[OH-].[NH4+], predict the reaction product. The product is: [Cl:16][C:4]1[C:5]2[CH2:12][CH2:11][CH2:10][CH2:9][CH2:8][CH2:7][C:6]=2[N:1]=[CH:2][N:3]=1.